From a dataset of Forward reaction prediction with 1.9M reactions from USPTO patents (1976-2016). Predict the product of the given reaction. Given the reactants [C:1]([N:5]1[CH2:10][CH2:9][N:8]([C:11]2[CH:16]=[CH:15][C:14]([NH:17][C:18]3[C:27]4[C:22](=[CH:23][CH:24]=[C:25]([C:28]5[CH:29]=[N:30][C:31]6[C:36]([CH:37]=5)=[CH:35][CH:34]=[CH:33][CH:32]=6)[CH:26]=4)[N:21]=[CH:20][C:19]=3[C:38]([O:40]CC)=[O:39])=[CH:13][C:12]=2[C:43]([F:46])([F:45])[F:44])[CH2:7][CH2:6]1)(=[O:4])[CH2:2][CH3:3].[OH-].[Na+].Cl, predict the reaction product. The product is: [C:1]([N:5]1[CH2:6][CH2:7][N:8]([C:11]2[CH:16]=[CH:15][C:14]([NH:17][C:18]3[C:27]4[C:22](=[CH:23][CH:24]=[C:25]([C:28]5[CH:29]=[N:30][C:31]6[C:36]([CH:37]=5)=[CH:35][CH:34]=[CH:33][CH:32]=6)[CH:26]=4)[N:21]=[CH:20][C:19]=3[C:38]([OH:40])=[O:39])=[CH:13][C:12]=2[C:43]([F:44])([F:45])[F:46])[CH2:9][CH2:10]1)(=[O:4])[CH2:2][CH3:3].